From a dataset of Full USPTO retrosynthesis dataset with 1.9M reactions from patents (1976-2016). Predict the reactants needed to synthesize the given product. (1) Given the product [I:1][C:2]1[CH:7]=[CH:6][N:5]=[C:4]([O:8][CH3:9])[C:3]=1[CH2:10][OH:11], predict the reactants needed to synthesize it. The reactants are: [I:1][C:2]1[CH:7]=[CH:6][N:5]=[C:4]([O:8][CH3:9])[C:3]=1[CH:10]=[O:11].[BH4-].[Na+]. (2) Given the product [NH2:38][C:34]1[C:35]2[C:30](=[CH:29][C:28]([CH2:27][NH:26][C:2]3[C:7]4[O:8][CH2:9][CH2:10][N:11]([CH2:12][C:13]5[CH:18]=[CH:17][C:16]([CH2:19][N:20]6[CH:24]=[C:23]([CH3:25])[CH:22]=[N:21]6)=[CH:15][CH:14]=5)[C:6]=4[N:5]=[CH:4][N:3]=3)=[CH:37][CH:36]=2)[CH:31]=[CH:32][N:33]=1, predict the reactants needed to synthesize it. The reactants are: Cl[C:2]1[C:7]2[O:8][CH2:9][CH2:10][N:11]([CH2:12][C:13]3[CH:18]=[CH:17][C:16]([CH2:19][N:20]4[CH:24]=[C:23]([CH3:25])[CH:22]=[N:21]4)=[CH:15][CH:14]=3)[C:6]=2[N:5]=[CH:4][N:3]=1.[NH2:26][CH2:27][C:28]1[CH:29]=[C:30]2[C:35](=[CH:36][CH:37]=1)[C:34]([NH2:38])=[N:33][CH:32]=[CH:31]2. (3) Given the product [N:22]1([CH2:6][CH:7]2[CH2:12][CH2:11][N:10]([C:13]([O:15][C:16]([CH3:19])([CH3:18])[CH3:17])=[O:14])[CH2:9][CH2:8]2)[C:26]2[CH:27]=[CH:28][CH:29]=[CH:30][C:25]=2[N:24]=[CH:23]1, predict the reactants needed to synthesize it. The reactants are: CS(O[CH2:6][CH:7]1[CH2:12][CH2:11][N:10]([C:13]([O:15][C:16]([CH3:19])([CH3:18])[CH3:17])=[O:14])[CH2:9][CH2:8]1)(=O)=O.[I-].[K+].[N:22]1[C:26]2[CH:27]=[CH:28][CH:29]=[CH:30][C:25]=2[NH:24][CH:23]=1.[H-].[Na+]. (4) Given the product [CH2:1]([S:8][C:9]1[N:14]=[CH:13][C:12]([NH:15][C:24](=[O:26])[CH3:25])=[CH:11][C:10]=1[Br:16])[C:2]1[CH:3]=[CH:4][CH:5]=[CH:6][CH:7]=1, predict the reactants needed to synthesize it. The reactants are: [CH2:1]([S:8][C:9]1[N:14]=[CH:13][C:12]([NH2:15])=[CH:11][C:10]=1[Br:16])[C:2]1[CH:7]=[CH:6][CH:5]=[CH:4][CH:3]=1.C(N(CC)CC)C.[C:24](OC(=O)C)(=[O:26])[CH3:25]. (5) Given the product [CH3:35][CH:34]([CH3:37])[CH2:33][CH2:32][N:6]1[CH2:11][CH2:10][CH:9]([O:12][C:13]2[CH:18]=[CH:17][C:16]([NH:19][C:20]([N:22]3[CH2:30][C:29]4[CH:28]=[CH:27][N:26]=[CH:25][C:24]=4[CH2:23]3)=[O:21])=[CH:15][CH:14]=2)[CH2:8][CH2:7]1, predict the reactants needed to synthesize it. The reactants are: C(=O)C(C)C.[NH:6]1[CH2:11][CH2:10][CH:9]([O:12][C:13]2[CH:18]=[CH:17][C:16]([NH:19][C:20]([N:22]3[CH2:30][C:29]4[CH:28]=[CH:27][N:26]=[CH:25][C:24]=4[CH2:23]3)=[O:21])=[CH:15][CH:14]=2)[CH2:8][CH2:7]1.N1C[CH:35]=[C:34]([C:37]2C=CC(NC(N3CC4C(=CC=CC=4)C3)=O)=CC=2)[CH2:33][CH2:32]1. (6) Given the product [CH2:36]([O:38][C:39](=[O:42])[CH2:40][NH:41][C:32]([C:15]1[N:16]([C:20]2[CH:21]=[CH:22][C:23]([O:26][CH:27]3[CH2:31][CH2:30][CH2:29][CH2:28]3)=[CH:24][CH:25]=2)[C:17]2[C:13]([CH:14]=1)=[CH:12][C:11]([C:8]1[CH:7]=[CH:6][C:5]([C:1]([CH3:4])([CH3:3])[CH3:2])=[CH:10][CH:9]=1)=[CH:19][CH:18]=2)=[O:33])[CH3:37], predict the reactants needed to synthesize it. The reactants are: [C:1]([C:5]1[CH:10]=[CH:9][C:8]([C:11]2[CH:12]=[C:13]3[C:17](=[CH:18][CH:19]=2)[N:16]([C:20]2[CH:25]=[CH:24][C:23]([O:26][CH:27]4[CH2:31][CH2:30][CH2:29][CH2:28]4)=[CH:22][CH:21]=2)[C:15]([C:32](Cl)=[O:33])=[CH:14]3)=[CH:7][CH:6]=1)([CH3:4])([CH3:3])[CH3:2].Cl.[CH2:36]([O:38][C:39](=[O:42])[CH2:40][NH2:41])[CH3:37].CCN(CC)CC.C([O-])(O)=O.[Na+]. (7) Given the product [CH3:41][C:40]([O:7][C:6]([NH:5][CH2:9][CH2:10][CH2:11][C:12]1[CH:13]=[C:14]([NH:18][C:20]2[C:25]([C:26]([O:28][CH2:29][CH3:30])=[O:27])=[C:24]([CH3:31])[N:23]=[C:22]([S:32][CH3:33])[N:21]=2)[CH:15]=[CH:16][CH:17]=1)=[O:8])([CH3:42])[CH3:43], predict the reactants needed to synthesize it. The reactants are: CC([N:5]([CH2:9][CH2:10][CH2:11][C:12]1[CH:17]=[CH:16][CH:15]=[C:14]([NH2:18])[CH:13]=1)[C:6](=[O:8])[O-:7])(C)C.Cl[C:20]1[C:25]([C:26]([O:28][CH2:29][CH3:30])=[O:27])=[C:24]([CH3:31])[N:23]=[C:22]([S:32][CH3:33])[N:21]=1.CCN([CH:40]([CH3:42])[CH3:41])C(C)C.[CH3:43]N(C=O)C. (8) Given the product [C:1]([C:3]1[C:8]2[S:9][CH:10]=[CH:11][C:7]=2[C:6]([NH:12][C@H:13]([C@@H:17]([OH:19])[CH3:18])[C:14]([NH:29][NH:28][C:20](=[O:27])[C:21]2[CH:26]=[CH:25][CH:24]=[CH:23][CH:22]=2)=[O:16])=[CH:5][CH:4]=1)#[N:2], predict the reactants needed to synthesize it. The reactants are: [C:1]([C:3]1[C:8]2[S:9][CH:10]=[CH:11][C:7]=2[C:6]([NH:12][C@H:13]([C@@H:17]([OH:19])[CH3:18])[C:14]([OH:16])=O)=[CH:5][CH:4]=1)#[N:2].[C:20]([NH:28][NH2:29])(=[O:27])[C:21]1[CH:26]=[CH:25][CH:24]=[CH:23][CH:22]=1.C1C=CC2N(O)N=NC=2C=1.C(Cl)CCl.CCN(CC)CC. (9) Given the product [CH2:1]([N:8]1[CH2:9][C@H:10]2[C@H:11]([C:14](=[O:16])[C:23]3[C:18]2=[CH:19][C:20]([Br:25])=[CH:21][C:22]=3[CH3:24])[CH2:12][CH2:13]1)[C:2]1[CH:3]=[CH:4][CH:5]=[CH:6][CH:7]=1, predict the reactants needed to synthesize it. The reactants are: [CH2:1]([N:8]1[CH2:13][CH2:12][CH:11]([C:14]([O:16]C)=O)[CH:10]([C:18]2[CH:23]=[C:22]([CH3:24])[CH:21]=[C:20]([Br:25])[CH:19]=2)[CH2:9]1)[C:2]1[CH:7]=[CH:6][CH:5]=[CH:4][CH:3]=1.[NH4+].[Cl-].